Dataset: Reaction yield outcomes from USPTO patents with 853,638 reactions. Task: Predict the reaction yield, written as a fraction of the theoretical maximum amount of product (1.0 means a 100% yield; for example, 0.34 means a 34% yield). (1) The yield is 0.250. The reactants are C(Cl)CCl.Cl.[O:6]=[C:7]1[NH:16][C:15]2[N:14]=[CH:13][C:12](/[CH:17]=[CH:18]/[C:19]([OH:21])=O)=[CH:11][C:10]=2[CH2:9][CH2:8]1.[CH3:22][NH:23][CH2:24][C:25]1[C:33]2[CH:32]=[CH:31][CH:30]=[CH:29][C:28]=2[N:27]2[CH2:34][CH2:35][CH2:36][C:26]=12.C1C=CC2N(O)N=NC=2C=1.CCN(CC)CC. The product is [CH2:36]1[C:26]2=[C:25]([CH2:24][N:23]([CH3:22])[C:19](=[O:21])/[CH:18]=[CH:17]/[C:12]3[CH:13]=[N:14][C:15]4[NH:16][C:7](=[O:6])[CH2:8][CH2:9][C:10]=4[CH:11]=3)[C:33]3[CH:32]=[CH:31][CH:30]=[CH:29][C:28]=3[N:27]2[CH2:34][CH2:35]1. The catalyst is CN(C=O)C.O. (2) The reactants are [CH:1]1([C:5]2[NH:13][C:12]3[C:11](=[O:14])[NH:10]/[C:9](=[N:15]\[NH2:16])/[N:8]([CH2:17][CH2:18][CH2:19][CH2:20][CH3:21])[C:7]=3[N:6]=2)[CH2:4][CH2:3][CH2:2]1.[C:22](OCC)(OCC)(OCC)[CH3:23]. No catalyst specified. The product is [CH:1]1([C:5]2[NH:13][C:12]3[C:11](=[O:14])[N:10]4[C:22]([CH3:23])=[N:16][N:15]=[C:9]4[N:8]([CH2:17][CH2:18][CH2:19][CH2:20][CH3:21])[C:7]=3[N:6]=2)[CH2:2][CH2:3][CH2:4]1. The yield is 0.0920. (3) The reactants are C([O:3][C:4](=[O:31])[CH2:5][N:6]1[C:14]2[CH2:13][CH2:12][CH2:11][C@@H:10]([N:15]([S:17]([C:20]3[CH:25]=[C:24]([C:26]([F:29])([F:28])[F:27])[CH:23]=[C:22](Br)[CH:21]=3)(=[O:19])=[O:18])[CH3:16])[C:9]=2[CH:8]=[N:7]1)C.[F:32][C:33]1[CH:38]=[CH:37][C:36](B(O)O)=[CH:35][CH:34]=1. No catalyst specified. The product is [F:32][C:33]1[CH:38]=[CH:37][C:36]([C:22]2[CH:23]=[C:24]([C:26]([F:28])([F:27])[F:29])[CH:25]=[C:20]([S:17]([N:15]([CH3:16])[C@@H:10]3[CH2:11][CH2:12][CH2:13][C:14]4[N:6]([CH2:5][C:4]([OH:3])=[O:31])[N:7]=[CH:8][C:9]3=4)(=[O:18])=[O:19])[CH:21]=2)=[CH:35][CH:34]=1. The yield is 0.420. (4) The reactants are [OH:1][C:2]1[C:3]([C:19]([F:22])([F:21])[F:20])=[C:4]2[C:8](=[CH:9][CH:10]=1)[NH:7][C:6]([CH3:11])=[C:5]2[C:12]([O:14][C:15]([CH3:18])([CH3:17])[CH3:16])=[O:13].CCN(C(C)C)C(C)C.C1(N([S:39]([C:42]([F:45])([F:44])[F:43])(=[O:41])=[O:40])[S:39]([C:42]([F:45])([F:44])[F:43])(=[O:41])=[O:40])C=CC=CC=1. The catalyst is CC#N.CCOC(C)=O. The product is [CH3:11][C:6]1[NH:7][C:8]2[C:4]([C:5]=1[C:12]([O:14][C:15]([CH3:18])([CH3:17])[CH3:16])=[O:13])=[C:3]([C:19]([F:22])([F:20])[F:21])[C:2]([O:1][S:39]([C:42]([F:45])([F:44])[F:43])(=[O:41])=[O:40])=[CH:10][CH:9]=2. The yield is 0.750. (5) The reactants are Cl.Cl[CH2:3][CH2:4][N:5]1[CH2:10][CH2:9][O:8][CH2:7][CH2:6]1.[NH2:11][C:12]1[C:13]([C:30]#[C:31][C:32]2[CH:33]=[C:34]([OH:38])[CH:35]=[CH:36][CH:37]=2)=[N:14][C:15]([C:18]2[CH:23]=[CH:22][C:21]([S:24]([CH:27]([CH3:29])[CH3:28])(=[O:26])=[O:25])=[CH:20][CH:19]=2)=[CH:16][N:17]=1.C([O-])([O-])=O.[K+].[K+]. The catalyst is CN(C=O)C. The product is [CH:27]([S:24]([C:21]1[CH:20]=[CH:19][C:18]([C:15]2[N:14]=[C:13]([C:30]#[C:31][C:32]3[CH:37]=[CH:36][CH:35]=[C:34]([O:38][CH2:3][CH2:4][N:5]4[CH2:10][CH2:9][O:8][CH2:7][CH2:6]4)[CH:33]=3)[C:12]([NH2:11])=[N:17][CH:16]=2)=[CH:23][CH:22]=1)(=[O:25])=[O:26])([CH3:29])[CH3:28]. The yield is 0.410.